From a dataset of TCR-epitope binding with 47,182 pairs between 192 epitopes and 23,139 TCRs. Binary Classification. Given a T-cell receptor sequence (or CDR3 region) and an epitope sequence, predict whether binding occurs between them. (1) The epitope is IPIQASLPF. The TCR CDR3 sequence is CASSQGRDRHGYTF. Result: 0 (the TCR does not bind to the epitope). (2) The epitope is SLYNTVATL. The TCR CDR3 sequence is CASSPGASGVGELFF. Result: 0 (the TCR does not bind to the epitope).